From a dataset of Full USPTO retrosynthesis dataset with 1.9M reactions from patents (1976-2016). Predict the reactants needed to synthesize the given product. Given the product [F:1][C:2]1[CH:11]=[C:10]([NH:12][S:13]([C:16]2[CH:21]=[CH:20][C:19]([N:22]3[CH:26]=[C:25]([CH3:27])[N:24]=[N:23]3)=[CH:18][N:17]=2)(=[O:15])=[O:14])[C:9]([F:28])=[CH:8][C:3]=1[C:4]([OH:6])=[O:5], predict the reactants needed to synthesize it. The reactants are: [F:1][C:2]1[CH:11]=[C:10]([NH:12][S:13]([C:16]2[CH:21]=[CH:20][C:19]([N:22]3[CH:26]=[C:25]([CH3:27])[N:24]=[N:23]3)=[CH:18][N:17]=2)(=[O:15])=[O:14])[C:9]([F:28])=[CH:8][C:3]=1[C:4]([O:6]C)=[O:5].[OH-].[Li+].Cl.